Dataset: Forward reaction prediction with 1.9M reactions from USPTO patents (1976-2016). Task: Predict the product of the given reaction. (1) Given the reactants [F:1][C:2]1[C:10]2[O:9][C:8]([C:11]3[CH:12]=[N:13][N:14]([CH2:16][C:17]4[CH:22]=[CH:21][C:20]([O:23][CH3:24])=[CH:19][CH:18]=4)[CH:15]=3)=[C:7](I)[C:6]=2[CH:5]=[CH:4][C:3]=1[O:26][CH3:27].[CH3:28][O:29][C:30]1[CH:31]=[C:32](B(O)O)[CH:33]=[C:34]([O:38][CH3:39])[C:35]=1[O:36][CH3:37].[C:43]([O-])([O-])=[O:44].[K+].[K+], predict the reaction product. The product is: [F:1][C:2]1[C:10]2[O:9][C:8]([C:11]3[CH:12]=[N:13][N:14]([CH2:16][C:17]4[CH:22]=[CH:21][C:20]([O:23][CH3:24])=[CH:19][CH:18]=4)[CH:15]=3)=[C:7]([C:43](=[O:44])[C:32]3[CH:31]=[C:30]([O:29][CH3:28])[C:35]([O:36][CH3:37])=[C:34]([O:38][CH3:39])[CH:33]=3)[C:6]=2[CH:5]=[CH:4][C:3]=1[O:26][CH3:27]. (2) Given the reactants [NH2:1][CH2:2][CH2:3][CH2:4][CH2:5][C@H:6]([NH:11][C:12]([C:14]1[C:15](=[O:33])[N:16]([CH:20]([C:27]2[CH:32]=[CH:31][CH:30]=[CH:29][CH:28]=2)[C:21]2[CH:26]=[CH:25][CH:24]=[CH:23][CH:22]=2)[CH:17]=[CH:18][CH:19]=1)=[O:13])[C:7]([O:9][CH3:10])=[O:8].C(O)(C(F)(F)F)=O.[CH3:41][C:42]1[C:47]([CH3:48])=[C:46]([S:49](/[N:52]=[C:53](/SC)\[NH2:54])(=[O:51])=[O:50])[C:45]([CH3:57])=[C:44]2[CH2:58][CH2:59][C:60]([CH3:63])([CH3:62])[O:61][C:43]=12.C(N(CC)CC)C, predict the reaction product. The product is: [C:27]1([CH:20]([C:21]2[CH:26]=[CH:25][CH:24]=[CH:23][CH:22]=2)[N:16]2[CH:17]=[CH:18][CH:19]=[C:14]([C:12]([NH:11][C@@H:6]([CH2:5][CH2:4][CH2:3][CH2:2][NH:1][C:53]([NH:52][S:49]([C:46]3[C:45]([CH3:57])=[C:44]4[C:43](=[C:42]([CH3:41])[C:47]=3[CH3:48])[O:61][C:60]([CH3:62])([CH3:63])[CH2:59][CH2:58]4)(=[O:50])=[O:51])=[NH:54])[C:7]([O:9][CH3:10])=[O:8])=[O:13])[C:15]2=[O:33])[CH:32]=[CH:31][CH:30]=[CH:29][CH:28]=1. (3) Given the reactants [NH2:1][C:2]1[CH:7]=[CH:6][C:5]([N:8]2[CH2:12][CH2:11][C@H:10]([CH2:13][NH:14][C:15](=[O:21])[O:16][C:17]([CH3:20])([CH3:19])[CH3:18])[CH2:9]2)=[C:4]([F:22])[CH:3]=1.C(O[BH-](OC(=O)C)OC(=O)C)(=O)C.[CH3:36][C:37]([CH3:39])=O, predict the reaction product. The product is: [F:22][C:4]1[CH:3]=[C:2]([NH:1][CH:37]([CH3:39])[CH3:36])[CH:7]=[CH:6][C:5]=1[N:8]1[CH2:12][CH2:11][C@H:10]([CH2:13][NH:14][C:15](=[O:21])[O:16][C:17]([CH3:18])([CH3:19])[CH3:20])[CH2:9]1.